This data is from Forward reaction prediction with 1.9M reactions from USPTO patents (1976-2016). The task is: Predict the product of the given reaction. (1) The product is: [CH3:1][O:2][C:3](=[O:22])[CH2:4][C:5]1[CH:10]=[C:9]([C:11]2[CH:16]=[CH:15][C:14]([C:17]([F:20])([F:19])[F:18])=[CH:13][CH:12]=2)[N:8]=[C:7]([C:27]2[CH:28]=[C:29]([C:31]([F:34])([F:32])[F:33])[CH:30]=[C:25]([C:24]([F:23])([F:39])[F:38])[CH:26]=2)[CH:6]=1. Given the reactants [CH3:1][O:2][C:3](=[O:22])[CH2:4][C:5]1[CH:10]=[C:9]([C:11]2[CH:16]=[CH:15][C:14]([C:17]([F:20])([F:19])[F:18])=[CH:13][CH:12]=2)[N:8]=[C:7](Cl)[CH:6]=1.[F:23][C:24]([F:39])([F:38])[C:25]1[CH:26]=[C:27](B(O)O)[CH:28]=[C:29]([C:31]([F:34])([F:33])[F:32])[CH:30]=1.C([O-])([O-])=O.[Na+].[Na+], predict the reaction product. (2) Given the reactants [CH2:1]1[C:5]2([CH2:10][CH2:9][NH:8][CH2:7][CH2:6]2)[CH2:4][CH2:3][N:2]1[C:11]([O:13][C:14]([CH3:17])([CH3:16])[CH3:15])=[O:12].Br[C:19]1[CH:20]=[N:21][CH:22]=[CH:23][CH:24]=1.C1C=CC(P(C2C(C3C(P(C4C=CC=CC=4)C4C=CC=CC=4)=CC=C4C=3C=CC=C4)=C3C(C=CC=C3)=CC=2)C2C=CC=CC=2)=CC=1, predict the reaction product. The product is: [N:21]1[CH:22]=[CH:23][CH:24]=[C:19]([N:8]2[CH2:7][CH2:6][C:5]3([CH2:1][N:2]([C:11]([O:13][C:14]([CH3:17])([CH3:16])[CH3:15])=[O:12])[CH2:3][CH2:4]3)[CH2:10][CH2:9]2)[CH:20]=1. (3) Given the reactants [Cl:1][C:2]1[N:7]=[C:6]([CH3:8])[C:5]([C:9]([N:11]2[CH2:16][CH2:15][N:14]([S:17]([C:20]3[CH:25]=[CH:24][C:23]([C:26]([F:29])([F:28])[F:27])=[CH:22][CH:21]=3)(=[O:19])=[O:18])[CH2:13][C@@H:12]2[CH3:30])=[O:10])=[CH:4][CH:3]=1.[CH2:31]([NH2:33])[CH3:32].CO, predict the reaction product. The product is: [ClH:1].[CH2:31]([NH:33][C:2]1[CH:3]=[CH:4][C:5]([C:9]([N:11]2[CH2:16][CH2:15][N:14]([S:17]([C:20]3[CH:25]=[CH:24][C:23]([C:26]([F:29])([F:28])[F:27])=[CH:22][CH:21]=3)(=[O:19])=[O:18])[CH2:13][C@@H:12]2[CH3:30])=[O:10])=[C:6]([CH3:8])[N:7]=1)[CH3:32]. (4) The product is: [CH3:12][O:11][C:8]1[CH:7]=[C:3]2[C:2](=[CH:10][CH:9]=1)[N:1]=[C:14]([OH:15])[N:13]=[C:4]2[OH:6]. Given the reactants [NH2:1][C:2]1[CH:10]=[CH:9][C:8]([O:11][CH3:12])=[CH:7][C:3]=1[C:4]([OH:6])=O.[NH2:13][C:14](N)=[O:15].[OH-].[Na+].C(=O)=O, predict the reaction product. (5) Given the reactants [H-].[Na+].[NH2:3][C:4]1[N:9]=[C:8]([CH3:10])[CH:7]=[CH:6][N:5]=1.C([O:13][C:14]([C:16]1[N:17]([CH:35]([CH3:37])[CH3:36])[CH:18]=[C:19]([C:28]2[CH:33]=[CH:32][C:31]([F:34])=[CH:30][CH:29]=2)[C:20]=1[C:21]1[CH:26]=[CH:25][C:24]([F:27])=[CH:23][CH:22]=1)=O)C.Cl, predict the reaction product. The product is: [CH3:10][C:8]1[CH:7]=[CH:6][N:5]=[C:4]([NH:3][C:14]([C:16]2[N:17]([CH:35]([CH3:37])[CH3:36])[CH:18]=[C:19]([C:28]3[CH:33]=[CH:32][C:31]([F:34])=[CH:30][CH:29]=3)[C:20]=2[C:21]2[CH:22]=[CH:23][C:24]([F:27])=[CH:25][CH:26]=2)=[O:13])[N:9]=1.